From a dataset of Full USPTO retrosynthesis dataset with 1.9M reactions from patents (1976-2016). Predict the reactants needed to synthesize the given product. (1) The reactants are: C(NCP(O)(O)=O)C(O)=O.[C:11]([OH:30])(=[O:29])[CH2:12][CH2:13][CH2:14][CH2:15][CH2:16][CH2:17][CH2:18]/[CH:19]=[CH:20]\[CH2:21][CH2:22][CH2:23][CH2:24][CH2:25][CH2:26][CH2:27][CH3:28]. Given the product [CH3:28][CH2:27]/[CH:26]=[CH:25]\[CH2:24]/[CH:23]=[CH:22]\[CH2:21]/[CH:20]=[CH:19]\[CH2:18][CH2:17][CH2:16][CH2:15][CH2:14][CH2:13][CH2:12][C:11]([OH:30])=[O:29].[C:11]([OH:30])(=[O:29])[CH2:12][CH2:13][CH2:14][CH2:15][CH2:16][CH2:17][CH2:18]/[CH:19]=[CH:20]\[CH2:21][CH2:22][CH2:23][CH2:24][CH2:25][CH2:26][CH2:27][CH3:28], predict the reactants needed to synthesize it. (2) The reactants are: [NH2:1][C:2]1[CH:3]=[C:4]([NH:9][C:10](=[O:22])[C:11]2[CH:16]=[CH:15][CH:14]=[C:13]([C:17]([C:20]#[N:21])([CH3:19])[CH3:18])[CH:12]=2)[CH:5]=[CH:6][C:7]=1[CH3:8].C(N(CC)CC)C.[Cl:30][C:31]1[N:36]=[C:35]2[S:37][C:38]([C:40](Cl)=[O:41])=[CH:39][C:34]2=[N:33][CH:32]=1. Given the product [Cl:30][C:31]1[N:36]=[C:35]2[S:37][C:38]([C:40]([NH:1][C:2]3[CH:3]=[C:4]([NH:9][C:10](=[O:22])[C:11]4[CH:16]=[CH:15][CH:14]=[C:13]([C:17]([C:20]#[N:21])([CH3:19])[CH3:18])[CH:12]=4)[CH:5]=[CH:6][C:7]=3[CH3:8])=[O:41])=[CH:39][C:34]2=[N:33][CH:32]=1, predict the reactants needed to synthesize it. (3) Given the product [CH:1]1([NH:6][C:7]([C:9]2[C:13]([CH2:14][CH3:15])=[C:12]([C:16]3[CH:17]=[CH:18][C:19]([C:22]([F:24])([F:25])[F:23])=[CH:20][CH:21]=3)[O:11][N:10]=2)=[O:8])[CH2:2][CH2:3][CH2:4][CH2:5]1, predict the reactants needed to synthesize it. The reactants are: [CH:1]1([NH:6][C:7]([C:9]2[C:13]([CH:14]=[CH2:15])=[C:12]([C:16]3[CH:21]=[CH:20][C:19]([C:22]([F:25])([F:24])[F:23])=[CH:18][CH:17]=3)[O:11][N:10]=2)=[O:8])[CH2:5][CH2:4][CH2:3][CH2:2]1. (4) Given the product [Cl:1][C:2]1[CH:3]=[C:4]([N:8]([C:17]2[C:18]([C:29]([F:31])([F:32])[F:30])=[CH:19][C:20]([N+:26]([O-:28])=[O:27])=[CH:21][C:22]=2[N+:23]([O-:25])=[O:24])[C:9](=[O:13])[O:10][CH2:11][CH3:12])[CH:5]=[CH:6][CH:7]=1, predict the reactants needed to synthesize it. The reactants are: [Cl:1][C:2]1[CH:3]=[C:4]([NH:8][C:9](=[O:13])[O:10][CH2:11][CH3:12])[CH:5]=[CH:6][CH:7]=1.[H-].[Na+].Cl[C:17]1[C:22]([N+:23]([O-:25])=[O:24])=[CH:21][C:20]([N+:26]([O-:28])=[O:27])=[CH:19][C:18]=1[C:29]([F:32])([F:31])[F:30].Cl. (5) The reactants are: [N+:1]([C:4]1[CH:9]=[CH:8][CH:7]=[CH:6][C:5]=1[CH:10]([CH3:13])[CH2:11][OH:12])([O-:3])=[O:2].[C:14](Cl)([Cl:16])=[O:15]. Given the product [CH3:13][CH:10]([C:5]1[C:4]([N+:1]([O-:3])=[O:2])=[CH:9][CH:8]=[CH:7][CH:6]=1)[CH2:11][O:12][C:14]([Cl:16])=[O:15], predict the reactants needed to synthesize it. (6) Given the product [CH2:1]([N:8]1[CH:13]=[CH:12][C:11](=[O:14])[C:10]2[C:41]([C:42]3[CH:47]=[CH:46][CH:45]=[CH:44][CH:43]=3)=[C:40]([Si:35]([CH2:38][CH3:39])([CH2:33][CH3:34])[CH2:36][CH3:37])[O:23][C:9]1=2)[C:2]1[CH:3]=[CH:4][CH:5]=[CH:6][CH:7]=1, predict the reactants needed to synthesize it. The reactants are: [CH2:1]([N:8]1[CH:13]=[CH:12][C:11]([O:14]CC2C=CC=CC=2)=[C:10](I)[C:9]1=[O:23])[C:2]1[CH:7]=[CH:6][CH:5]=[CH:4][CH:3]=1.CCN(C(C)C)C(C)C.[CH2:33]([Si:35]([C:40]#[C:41][C:42]1[CH:47]=[CH:46][CH:45]=[CH:44][CH:43]=1)([CH2:38][CH3:39])[CH2:36][CH3:37])[CH3:34]. (7) Given the product [C:1]([CH:5]1[CH2:6][CH2:7][CH:8]([CH:11]2[N:17]([C:24]([C:23]3[CH:27]=[CH:28][C:29]([F:31])=[CH:30][C:22]=3[F:21])=[O:25])[CH2:16][CH2:15][CH2:14][N:13]3[CH:18]=[CH:19][CH:20]=[C:12]23)[CH2:9][CH2:10]1)([CH3:4])([CH3:2])[CH3:3], predict the reactants needed to synthesize it. The reactants are: [C:1]([CH:5]1[CH2:10][CH2:9][CH:8]([CH:11]2[NH:17][CH2:16][CH2:15][CH2:14][N:13]3[CH:18]=[CH:19][CH:20]=[C:12]23)[CH2:7][CH2:6]1)([CH3:4])([CH3:3])[CH3:2].[F:21][C:22]1[CH:30]=[C:29]([F:31])[CH:28]=[CH:27][C:23]=1[C:24](Cl)=[O:25].C(N(CC)CC)C. (8) The reactants are: C(N(CC1NC2C=CC(C(NCCC3N=CNC=3)=O)=CC=2N=1)C1C2N=CC=CC=2CCC1)C.[NH2:34][C:35]1[C:43]2[N:42]=[C:41]([CH2:44][N:45]([CH3:56])[CH:46]3[C:55]4[N:54]=[CH:53][CH:52]=[CH:51][C:50]=4[CH2:49][CH2:48][CH2:47]3)[NH:40][C:39]=2[CH:38]=[CH:37][CH:36]=1.[C:57](O)(=[O:64])[C:58]1[CH:63]=[CH:62][N:61]=[CH:60][CH:59]=1.O=C1N(P(Cl)(N2CCOC2=O)=O)CCO1.C(N(CC)C(C)C)(C)C. Given the product [CH3:56][N:45]([CH2:44][C:41]1[NH:40][C:39]2[CH:38]=[CH:37][CH:36]=[C:35]([NH:34][C:57]([C:58]3[CH:63]=[CH:62][N:61]=[CH:60][CH:59]=3)=[O:64])[C:43]=2[N:42]=1)[CH:46]1[C:55]2[N:54]=[CH:53][CH:52]=[CH:51][C:50]=2[CH2:49][CH2:48][CH2:47]1, predict the reactants needed to synthesize it. (9) The reactants are: [F:1][C:2]1[C:3]([NH:18][C@@H:19]2[CH2:24][CH2:23][CH2:22][N:21]([C:25](=[O:28])[CH:26]=[CH2:27])[CH2:20]2)=[N:4][C:5]([NH:8][C:9]2[CH:10]=[C:11]3[C:15](=[CH:16][CH:17]=2)[CH2:14][NH:13][CH2:12]3)=[N:6][CH:7]=1.CCN(C(C)C)C(C)C.[CH3:38][C:39]([CH:42]=O)([CH3:41])[CH3:40].C(O[BH-](OC(=O)C)OC(=O)C)(=O)C.[Na+]. Given the product [F:1][C:2]1[C:3]([NH:18][C@@H:19]2[CH2:24][CH2:23][CH2:22][N:21]([C:25](=[O:28])[CH:26]=[CH2:27])[CH2:20]2)=[N:4][C:5]([NH:8][C:9]2[CH:10]=[C:11]3[C:15](=[CH:16][CH:17]=2)[CH2:14][N:13]([CH2:38][C:39]([CH3:42])([CH3:41])[CH3:40])[CH2:12]3)=[N:6][CH:7]=1, predict the reactants needed to synthesize it.